Dataset: Full USPTO retrosynthesis dataset with 1.9M reactions from patents (1976-2016). Task: Predict the reactants needed to synthesize the given product. (1) Given the product [CH3:1][N:2]([CH2:4][C:5]1[C:13]2[O:12][N:11]=[C:10]([CH2:14][CH2:15][CH:16]3[CH2:17][CH2:18][N:19]([CH2:52][C:47]4([CH2:46][O:45][Si:28]([C:41]([CH3:44])([CH3:43])[CH3:42])([C:35]5[CH:40]=[CH:39][CH:38]=[CH:37][CH:36]=5)[C:29]5[CH:30]=[CH:31][CH:32]=[CH:33][CH:34]=5)[CH2:48][CH2:49][CH2:50][CH2:51]4)[CH2:20][CH2:21]3)[C:9]=2[CH:8]=[CH:7][C:6]=1[C:22]1[CH:27]=[CH:26][CH:25]=[CH:24][CH:23]=1)[CH3:3], predict the reactants needed to synthesize it. The reactants are: [CH3:1][N:2]([CH2:4][C:5]1[C:13]2[O:12][N:11]=[C:10]([CH2:14][CH2:15][CH:16]3[CH2:21][CH2:20][NH:19][CH2:18][CH2:17]3)[C:9]=2[CH:8]=[CH:7][C:6]=1[C:22]1[CH:27]=[CH:26][CH:25]=[CH:24][CH:23]=1)[CH3:3].[Si:28]([O:45][CH2:46][C:47]1([CH:52]=O)[CH2:51][CH2:50][CH2:49][CH2:48]1)([C:41]([CH3:44])([CH3:43])[CH3:42])([C:35]1[CH:40]=[CH:39][CH:38]=[CH:37][CH:36]=1)[C:29]1[CH:34]=[CH:33][CH:32]=[CH:31][CH:30]=1. (2) The reactants are: COC(C1C=C(O)C2C(=C(OCC3C=CC=CC=3)C=CC=2Br)N=1)=O.[CH3:25][O:26][C:27]([C:29]1[C:38]([Br:39])=[C:37]([OH:40])[C:36]2[C:31](=[C:32]([O:41]CC3C=CC=CC=3)[CH:33]=[CH:34][CH:35]=2)[N:30]=1)=[O:28]. Given the product [CH3:25][O:26][C:27]([C:29]1[C:38]([Br:39])=[C:37]([OH:40])[C:36]2[C:31](=[C:32]([OH:41])[CH:33]=[CH:34][CH:35]=2)[N:30]=1)=[O:28], predict the reactants needed to synthesize it. (3) Given the product [CH:25]([C:24]1[CH:27]=[CH:28][CH:29]=[CH:30][C:23]=1[C:21]#[C:22][C:2]1[CH:7]=[CH:6][C:5]([S:8]([N:11]([CH3:13])[CH3:12])(=[O:10])=[O:9])=[CH:4][CH:3]=1)=[O:26], predict the reactants needed to synthesize it. The reactants are: Br[C:2]1[CH:7]=[CH:6][C:5]([S:8]([N:11]([CH3:13])[CH3:12])(=[O:10])=[O:9])=[CH:4][CH:3]=1.C(N(CC)CC)C.[C:21]([C:23]1[CH:30]=[CH:29][CH:28]=[CH:27][C:24]=1[CH:25]=[O:26])#[CH:22].C(OCC)(=O)C.